Dataset: Full USPTO retrosynthesis dataset with 1.9M reactions from patents (1976-2016). Task: Predict the reactants needed to synthesize the given product. (1) Given the product [Cl:13][C:14]1[CH:15]=[C:16]([CH:17]=[CH:18][C:19]=1[Cl:20])[O:21][C:2]1[CH:3]=[C:4]([F:12])[CH:5]=[C:6]2[C:10]=1[NH:9][CH:8]=[C:7]2[CH3:11], predict the reactants needed to synthesize it. The reactants are: Br[C:2]1[CH:3]=[C:4]([F:12])[CH:5]=[C:6]2[C:10]=1[NH:9][CH:8]=[C:7]2[CH3:11].[Cl:13][C:14]1[CH:15]=[C:16]([OH:21])[CH:17]=[CH:18][C:19]=1[Cl:20].Cl.CN(C)CC(O)=O.C([O-])([O-])=O.[Cs+].[Cs+]. (2) Given the product [C:6]([C:7]1[CH:8]=[CH:9][C:10]([NH2:13])=[N:11][CH:12]=1)#[CH:5], predict the reactants needed to synthesize it. The reactants are: C[Si]([C:5]#[C:6][C:7]1[CH:8]=[CH:9][C:10]([NH2:13])=[N:11][CH:12]=1)(C)C.CO.C(=O)([O-])[O-].[K+].[K+]. (3) Given the product [CH2:20]([N:19]([CH2:24][CH:25]([CH3:27])[CH3:26])[C:5]1[C:6]([NH:8][C:9]([NH:11][C:12]2[CH:17]=[CH:16][C:15]([CH3:18])=[CH:14][CH:13]=2)=[O:10])=[CH:7][C:2]([C:33]2[C:32]([C:29]([OH:31])=[O:30])=[CH:37][CH:36]=[CH:35][CH:34]=2)=[CH:3][C:4]=1[F:28])[CH:21]([CH3:23])[CH3:22], predict the reactants needed to synthesize it. The reactants are: Br[C:2]1[CH:3]=[C:4]([F:28])[C:5]([N:19]([CH2:24][CH:25]([CH3:27])[CH3:26])[CH2:20][CH:21]([CH3:23])[CH3:22])=[C:6]([NH:8][C:9]([NH:11][C:12]2[CH:17]=[CH:16][C:15]([CH3:18])=[CH:14][CH:13]=2)=[O:10])[CH:7]=1.[C:29]([C:32]1[CH:37]=[CH:36][CH:35]=[CH:34][C:33]=1B(O)O)([OH:31])=[O:30]. (4) The reactants are: [N:1]1([C:6]2[C:7]([CH2:12][C:13]([O:15]CC)=[O:14])=[N:8][CH:9]=[CH:10][CH:11]=2)[CH:5]=[N:4][N:3]=[N:2]1.Cl. Given the product [N:1]1([C:6]2[C:7]([CH2:12][C:13]([OH:15])=[O:14])=[N:8][CH:9]=[CH:10][CH:11]=2)[CH:5]=[N:4][N:3]=[N:2]1, predict the reactants needed to synthesize it. (5) Given the product [C:29]([Si:26]([CH3:28])([CH3:27])[O:11][CH2:10][CH:9]([N:8]([CH2:1][C:2]1[CH:3]=[CH:4][CH:5]=[CH:6][CH:7]=1)[CH2:14][C:15]1[CH:16]=[CH:17][CH:18]=[CH:19][CH:20]=1)[CH2:12][OH:13])([CH3:32])([CH3:31])[CH3:30], predict the reactants needed to synthesize it. The reactants are: [CH2:1]([N:8]([CH2:14][C:15]1[CH:20]=[CH:19][CH:18]=[CH:17][CH:16]=1)[CH:9]([CH2:12][OH:13])[CH2:10][OH:11])[C:2]1[CH:7]=[CH:6][CH:5]=[CH:4][CH:3]=1.N1C=CN=C1.[Si:26](Cl)([C:29]([CH3:32])([CH3:31])[CH3:30])([CH3:28])[CH3:27]. (6) Given the product [Cl:23][C:24]1[CH:25]=[CH:26][C:27]([N+:33]([O-:35])=[O:34])=[C:28]([CH:32]=1)[C:29]([NH:14][C:11]1[CH:12]=[CH:13][N:9]([C:5]2[CH:6]=[CH:7][CH:8]=[C:3]([C:2]([F:1])([F:15])[F:16])[CH:4]=2)[N:10]=1)=[O:30], predict the reactants needed to synthesize it. The reactants are: [F:1][C:2]([F:16])([F:15])[C:3]1[CH:4]=[C:5]([N:9]2[CH:13]=[CH:12][C:11]([NH2:14])=[N:10]2)[CH:6]=[CH:7][CH:8]=1.N1C=CC=CC=1.[Cl:23][C:24]1[CH:25]=[CH:26][C:27]([N+:33]([O-:35])=[O:34])=[C:28]([CH:32]=1)[C:29](Cl)=[O:30].